The task is: Predict the product of the given reaction.. This data is from Forward reaction prediction with 1.9M reactions from USPTO patents (1976-2016). (1) Given the reactants [CH2:1]([O:8][CH2:9][C@@H:10]1[N:15]2[C:16]3[C:25]4[C:20](=[CH:21][CH:22]=[CH:23][CH:24]=4)[N:19]=[CH:18][C:17]=3[N:26]=[C:14]2[CH2:13][O:12][CH2:11]1)[C:2]1[CH:7]=[CH:6][CH:5]=[CH:4][CH:3]=1.C1C=C(Cl)C=C(C(OO)=[O:35])C=1.C([O-])([O-])=O.[Na+].[Na+], predict the reaction product. The product is: [CH2:1]([O:8][CH2:9][C@@H:10]1[N:15]2[C:16]3[C:25]4[C:20](=[CH:21][CH:22]=[CH:23][CH:24]=4)[N+:19]([O-:35])=[CH:18][C:17]=3[N:26]=[C:14]2[CH2:13][O:12][CH2:11]1)[C:2]1[CH:3]=[CH:4][CH:5]=[CH:6][CH:7]=1. (2) Given the reactants [CH3:1][O:2][C:3]1[CH:4]=[C:5]([NH:12][C@H:13]2[CH2:17][CH2:16][N:15](C(OC(C)(C)C)=O)[CH2:14]2)[CH:6]=[CH:7][C:8]=1[N+:9]([O-:11])=[O:10].C(O)(C(F)(F)F)=O, predict the reaction product. The product is: [CH3:1][O:2][C:3]1[CH:4]=[C:5]([NH:12][C@H:13]2[CH2:17][CH2:16][NH:15][CH2:14]2)[CH:6]=[CH:7][C:8]=1[N+:9]([O-:11])=[O:10]. (3) Given the reactants [CH3:1][C:2]1[CH:7]=[CH:6][C:5]([CH:8]([C:15]2[C:23]3[C:18](=[C:19]([CH2:24][S:25][CH3:26])[CH:20]=[CH:21][CH:22]=3)[NH:17][CH:16]=2)[CH2:9][C:10](OCC)=[O:11])=[CH:4][CH:3]=1.[H-].[Al+3].[Li+].[H-].[H-].[H-].Cl, predict the reaction product. The product is: [CH3:1][C:2]1[CH:3]=[CH:4][C:5]([CH:8]([C:15]2[C:23]3[C:18](=[C:19]([CH2:24][S:25][CH3:26])[CH:20]=[CH:21][CH:22]=3)[NH:17][CH:16]=2)[CH2:9][CH2:10][OH:11])=[CH:6][CH:7]=1. (4) Given the reactants [CH2:1]1[CH:9]2[CH:4]([C@H:5]3[CH2:10][C@@H:8]2[CH2:7][C:6]3=[O:11])[CH2:3][CH2:2]1.C[Si]([N-][Si](C)(C)C)(C)C.[Na+].C1C=CC(N([S:29]([C:32]([F:35])([F:34])[F:33])(=[O:31])=[O:30])[S:29]([C:32]([F:35])([F:34])[F:33])(=[O:31])=[O:30])=CC=1.CCCCCC, predict the reaction product. The product is: [CH2:1]1[CH:9]2[CH:4]([C@H:5]3[CH2:10][C@@H:8]2[CH:7]=[C:6]3[O:11][S:29]([C:32]([F:35])([F:34])[F:33])(=[O:31])=[O:30])[CH2:3][CH2:2]1.